Dataset: Catalyst prediction with 721,799 reactions and 888 catalyst types from USPTO. Task: Predict which catalyst facilitates the given reaction. (1) Reactant: [CH3:1][C:2]1[N:3]=[C:4]2[S:22][CH:21]=[CH:20][N:5]2[C:6](=[O:19])[C:7]=1[C:8]1[CH:13]=[CH:12][C:11]([O:14][C:15]([F:18])([F:17])[F:16])=[CH:10][CH:9]=1.[CH3:23][O:24][C:25]1[C:26]([O:33][CH2:34][C:35]([CH3:38])([CH3:37])[CH3:36])=[C:27]([CH:30]=[CH:31][CH:32]=1)[CH:28]=O.[O-]CC.[Na+]. Product: [CH3:23][O:24][C:25]1[C:26]([O:33][CH2:34][C:35]([CH3:38])([CH3:37])[CH3:36])=[C:27](/[CH:28]=[CH:1]/[C:2]2[N:3]=[C:4]3[S:22][CH:21]=[CH:20][N:5]3[C:6](=[O:19])[C:7]=2[C:8]2[CH:13]=[CH:12][C:11]([O:14][C:15]([F:17])([F:18])[F:16])=[CH:10][CH:9]=2)[CH:30]=[CH:31][CH:32]=1. The catalyst class is: 8. (2) Reactant: [CH3:1][O:2][C:3]1[CH:8]=[CH:7][C:6]([N:9]2[C:13]3[C:14](=[O:30])[N:15]([C:18]4[CH:23]=[CH:22][C:21]([C:24]5([C:27]([NH2:29])=O)[CH2:26][CH2:25]5)=[CH:20][CH:19]=4)[CH2:16][CH2:17][C:12]=3[C:11]([C:31]([F:34])([F:33])[F:32])=[N:10]2)=[CH:5][CH:4]=1.O=S(Cl)Cl. Product: [CH3:1][O:2][C:3]1[CH:8]=[CH:7][C:6]([N:9]2[C:13]3[C:14](=[O:30])[N:15]([C:18]4[CH:23]=[CH:22][C:21]([C:24]5([C:27]#[N:29])[CH2:25][CH2:26]5)=[CH:20][CH:19]=4)[CH2:16][CH2:17][C:12]=3[C:11]([C:31]([F:34])([F:32])[F:33])=[N:10]2)=[CH:5][CH:4]=1. The catalyst class is: 3. (3) Reactant: [Cl-].[CH3:2][O:3][C:4]1[CH:36]=[C:35]([O:37][CH3:38])[CH:34]=[CH:33][C:5]=1[CH2:6][N:7]1[C:16]2[C:11](=[CH:12][C:13]([O:17][CH3:18])=[CH:14][CH:15]=2)[C:10]([C:19]2[CH:24]=[CH:23][CH:22]=[C:21]([F:25])[CH:20]=2)=[C:9]([N+:26]2C=CC=CC=2)[C:8]1=[O:32].NN. Product: [NH2:26][C:9]1[C:8](=[O:32])[N:7]([CH2:6][C:5]2[CH:33]=[CH:34][C:35]([O:37][CH3:38])=[CH:36][C:4]=2[O:3][CH3:2])[C:16]2[C:11]([C:10]=1[C:19]1[CH:24]=[CH:23][CH:22]=[C:21]([F:25])[CH:20]=1)=[CH:12][C:13]([O:17][CH3:18])=[CH:14][CH:15]=2. The catalyst class is: 8. (4) Reactant: [CH:1]([C:3]1[CH:4]=[C:5]([C:8]([O:10][CH3:11])=[O:9])[NH:6][CH:7]=1)=[CH2:2].[CH2:12](O)C. Product: [CH3:8][CH2:5][CH2:4][CH:3]([CH3:7])[CH3:1].[C:8]([O:10][CH2:11][CH3:12])(=[O:9])[CH3:5].[CH2:1]([C:3]1[CH:4]=[C:5]([C:8]([O:10][CH3:11])=[O:9])[NH:6][CH:7]=1)[CH3:2]. The catalyst class is: 45. (5) The catalyst class is: 7. Product: [CH3:3][N:4]1[C:9](=[O:10])[CH:8]([C:26]([NH:25][C:19]2[CH:24]=[CH:23][CH:22]=[CH:21][CH:20]=2)=[O:27])[C:7]2[S:11][C:12]([CH3:14])=[CH:13][C:6]=2[S:5]1(=[O:16])=[O:15]. Reactant: [H-].[Na+].[CH3:3][N:4]1[C:9](=[O:10])[CH2:8][C:7]2[S:11][C:12]([CH3:14])=[CH:13][C:6]=2[S:5]1(=[O:16])=[O:15].[H][H].[C:19]1([N:25]=[C:26]=[O:27])[CH:24]=[CH:23][CH:22]=[CH:21][CH:20]=1. (6) Reactant: [O:1]=[C:2]([NH:7][C:8]1[CH:13]=[CH:12][CH:11]=[C:10]([C:14]([F:17])([F:16])[F:15])[CH:9]=1)[CH2:3][C:4]([O-:6])=O.[Li+].[NH:19]1[CH2:23][CH2:22][CH2:21][CH2:20]1.C(N(C(C)C)C(C)C)C.O.ON1C2C=CC=CC=2N=N1.Cl.C(N=C=NCCCN(C)C)C. Product: [O:6]=[C:4]([N:19]1[CH2:23][CH2:22][CH2:21][CH2:20]1)[CH2:3][C:2]([NH:7][C:8]1[CH:13]=[CH:12][CH:11]=[C:10]([C:14]([F:17])([F:16])[F:15])[CH:9]=1)=[O:1]. The catalyst class is: 9.